Dataset: Forward reaction prediction with 1.9M reactions from USPTO patents (1976-2016). Task: Predict the product of the given reaction. (1) Given the reactants [Br:1][C:2]1[C:7]([O:8][CH3:9])=[CH:6][C:5]([C:10]2[O:11][CH:12]=[CH:13][CH:14]=2)=[CH:4][C:3]=1[O:15][CH3:16].[CH2:17]([C:19]1[O:23][C:22]([C:24]2[CH:29]=[CH:28][C:27]([CH:30]([O:37][CH3:38])[C:31](N(OC)C)=[O:32])=[CH:26][CH:25]=2)=[N:21][N:20]=1)[CH3:18], predict the reaction product. The product is: [Br:1][C:2]1[C:7]([O:8][CH3:9])=[CH:6][C:5]([C:10]2[O:11][C:12]([C:31](=[O:32])[CH:30]([C:27]3[CH:28]=[CH:29][C:24]([C:22]4[O:23][C:19]([CH2:17][CH3:18])=[N:20][N:21]=4)=[CH:25][CH:26]=3)[O:37][CH3:38])=[CH:13][CH:14]=2)=[CH:4][C:3]=1[O:15][CH3:16]. (2) The product is: [CH3:5][C:6]1[C:7]([C:11]([O:13][CH3:14])=[O:12])=[CH:8][S:9][CH:10]=1. Given the reactants O=S(Cl)Cl.[CH3:5][C:6]1[C:7]([C:11]([OH:13])=[O:12])=[CH:8][S:9][CH:10]=1.[CH3:14]O, predict the reaction product. (3) Given the reactants C([O:8][C:9]1[CH:14]=[CH:13][C:12]([CH2:15][CH2:16][CH2:17][CH2:18][N:19]2[CH:23]=[CH:22][N:21]=[C:20]2[CH2:24][CH:25]([OH:28])[CH2:26][OH:27])=[CH:11][CH:10]=1)C1C=CC=CC=1, predict the reaction product. The product is: [OH:8][C:9]1[CH:14]=[CH:13][C:12]([CH2:15][CH2:16][CH2:17][CH2:18][N:19]2[CH:23]=[CH:22][N:21]=[C:20]2[CH2:24][CH:25]([OH:28])[CH2:26][OH:27])=[CH:11][CH:10]=1. (4) Given the reactants F[C:2]1[CH:33]=[CH:32][C:5]([C:6]([C:8]2[CH:31]=[CH:30][C:11]([O:12][CH2:13][CH2:14][CH2:15][O:16][C:17]3[CH:22]=[CH:21][C:20]([CH2:23][C@H:24]([O:28][CH3:29])[C:25]([OH:27])=[O:26])=[CH:19][CH:18]=3)=[CH:10][CH:9]=2)=[O:7])=[CH:4][CH:3]=1.[OH-:34].[K+].O, predict the reaction product. The product is: [OH:34][C:2]1[CH:33]=[CH:32][C:5]([C:6]([C:8]2[CH:31]=[CH:30][C:11]([O:12][CH2:13][CH2:14][CH2:15][O:16][C:17]3[CH:22]=[CH:21][C:20]([CH2:23][C@H:24]([O:28][CH3:29])[C:25]([OH:27])=[O:26])=[CH:19][CH:18]=3)=[CH:10][CH:9]=2)=[O:7])=[CH:4][CH:3]=1. (5) Given the reactants Br[C:2]1[CH:3]=[C:4]([CH:14]=[CH:15][CH:16]=1)[CH2:5][N:6]1[C:10]([CH3:11])=[N:9][C:8]([C:12]#[N:13])=[N:7]1.[CH3:17][N:18]1[CH2:23][CH2:22][NH:21][CH2:20][CH2:19]1.C([O-])([O-])=O.[Cs+].[Cs+].C1(P(C2CCCCC2)C2C=CC=CC=2C2C(C(C)C)=CC(C(C)C)=CC=2C(C)C)CCCCC1, predict the reaction product. The product is: [CH3:11][C:10]1[N:6]([CH2:5][C:4]2[CH:14]=[CH:15][CH:16]=[C:2]([N:21]3[CH2:22][CH2:23][N:18]([CH3:17])[CH2:19][CH2:20]3)[CH:3]=2)[N:7]=[C:8]([C:12]#[N:13])[N:9]=1. (6) Given the reactants [OH-].[Na+].C([O:5][C:6]([C:8]1[CH:9]=[CH:10][C:11]2[CH:12]=[C:13]3[C:20](=[O:21])[NH:19][CH2:18][C:17]([CH3:23])([CH3:22])[N:14]3[C:15]=2[CH:16]=1)=[O:7])C.Cl, predict the reaction product. The product is: [CH3:22][C:17]1([CH3:23])[N:14]2[C:15]3[CH:16]=[C:8]([C:6]([OH:7])=[O:5])[CH:9]=[CH:10][C:11]=3[CH:12]=[C:13]2[C:20](=[O:21])[NH:19][CH2:18]1.